This data is from Forward reaction prediction with 1.9M reactions from USPTO patents (1976-2016). The task is: Predict the product of the given reaction. (1) Given the reactants [C:1]([O:5][C:6]([N:8]1[CH2:13][CH2:12][CH2:11][CH2:10][C@H:9]1[CH2:14][NH:15]C(=O)C(F)(F)F)=[O:7])([CH3:4])([CH3:3])[CH3:2].C(=O)([O-])[O-].[K+].[K+], predict the reaction product. The product is: [C:1]([O:5][C:6]([N:8]1[CH2:13][CH2:12][CH2:11][CH2:10][CH:9]1[CH2:14][NH2:15])=[O:7])([CH3:4])([CH3:3])[CH3:2]. (2) Given the reactants [NH2:1][C:2]1[CH:3]=[CH:4][C:5]([O:19][CH2:20][CH2:21][CH3:22])=[C:6]([C:8]2[NH:13][C:12](=[O:14])[C:11]([Br:15])=[C:10]([CH:16]([CH3:18])[CH3:17])[N:9]=2)[CH:7]=1.[O:23]=[CH:24][C@H:25]([C@H:27]([C@@H:29]([C@@H:31]([CH2:33][OH:34])[OH:32])[OH:30])O)[OH:26], predict the reaction product. The product is: [Br:15][C:11]1[C:12](=[O:14])[NH:13][C:8]([C:6]2[CH:7]=[C:2]([NH:1][CH:33]3[CH:31]([OH:32])[CH:29]([OH:30])[CH:27]([CH:25]([OH:26])[CH2:24][OH:23])[O:34]3)[CH:3]=[CH:4][C:5]=2[O:19][CH2:20][CH2:21][CH3:22])=[N:9][C:10]=1[CH:16]([CH3:18])[CH3:17]. (3) The product is: [CH2:1]([O:4][NH:5][CH:18]1[CH2:23][NH:22][C@@H:21]([C:24]([NH2:26])=[O:25])[C:20]([CH2:27][CH3:28])=[CH:19]1)[CH:2]=[CH2:3]. Given the reactants [CH2:1]([O:4][N:5]([C@H:18]1[CH2:23][NH:22][C@H:21]([C:24]([NH2:26])=[O:25])[C:20]([CH2:27][CH3:28])=[CH:19]1)S(C1C=CC=CC=1[N+]([O-])=O)(=O)=O)[CH:2]=[CH2:3].C(ON[C@@H]1C(C)=C[C@@H](CO[Si](C(C)(C)C)(C)C)NC1)C=C, predict the reaction product. (4) Given the reactants [CH3:1][N+:2]1([CH3:26])[C@@H:7]2[C@@H:8]3[O:10][C@@H:9]3[C@H:3]1[CH2:4][C@@H:5]([O:11][C:12]([C:14]([OH:25])([C:20]1[S:24][CH:23]=[CH:22][CH:21]=1)[C:15]1[S:19][CH:18]=[CH:17][CH:16]=1)=[O:13])[CH2:6]2.O.[Br-].C(=O)(O)[O-].[C:33]([OH:40])(=[O:39])/[CH:34]=[CH:35]/[C:36]([OH:38])=[O:37], predict the reaction product. The product is: [CH3:1][N+:2]1([CH3:26])[C@@H:3]2[C@@H:9]3[O:10][C@@H:8]3[C@H:7]1[CH2:6][C@@H:5]([O:11][C:12]([C:14]([OH:25])([C:15]1[S:19][CH:18]=[CH:17][CH:16]=1)[C:20]1[S:24][CH:23]=[CH:22][CH:21]=1)=[O:13])[CH2:4]2.[C:33]([O-:40])(=[O:39])/[CH:34]=[CH:35]/[C:36]([O-:38])=[O:37].[CH3:1][N+:2]1([CH3:26])[C@@H:3]2[C@@H:9]3[O:10][C@@H:8]3[C@H:7]1[CH2:6][C@@H:5]([O:11][C:12]([C:14]([OH:25])([C:15]1[S:19][CH:18]=[CH:17][CH:16]=1)[C:20]1[S:24][CH:23]=[CH:22][CH:21]=1)=[O:13])[CH2:4]2. (5) Given the reactants [N:1]1[C:2]([C:10]2[CH:11]=[C:12]([CH:16]=[CH:17][CH:18]=2)C(O)=O)=[CH:3][N:4]2[C:9]=1[CH:8]=[CH:7][CH:6]=[N:5]2.C1C=CC(P(N=[N+]=[N-])(C2C=CC=CC=2)=[O:26])=CC=1.CC[N:38]([CH2:41]C)CC.[CH3:43][C:44]([OH:47])([CH3:46])[CH3:45], predict the reaction product. The product is: [N:1]1[C:2]([C:10]2[CH:11]=[C:12]([NH:38][C:41](=[O:26])[O:47][C:44]([CH3:46])([CH3:45])[CH3:43])[CH:16]=[CH:17][CH:18]=2)=[CH:3][N:4]2[C:9]=1[CH:8]=[CH:7][CH:6]=[N:5]2. (6) Given the reactants [C:1]([O:5][C:6](=[O:24])[NH:7][C:8]1[CH:13]=[C:12]([N:14]2[CH2:18][CH2:17][CH2:16][CH2:15]2)[C:11]([C:19]([F:22])([F:21])[F:20])=[CH:10][C:9]=1[NH2:23])([CH3:4])([CH3:3])[CH3:2].C([O:29][C:30](=O)[CH2:31][C:32](=[O:45])[C:33]1[CH:38]=[CH:37][CH:36]=[C:35]([C:39]2[CH:40]=[N:41][CH:42]=[CH:43][CH:44]=2)[CH:34]=1)(C)(C)C, predict the reaction product. The product is: [C:1]([O:5][C:6](=[O:24])[NH:7][C:8]1[CH:13]=[C:12]([N:14]2[CH2:18][CH2:17][CH2:16][CH2:15]2)[C:11]([C:19]([F:21])([F:22])[F:20])=[CH:10][C:9]=1[NH:23][C:30](=[O:29])[CH2:31][C:32](=[O:45])[C:33]1[CH:38]=[CH:37][CH:36]=[C:35]([C:39]2[CH:40]=[N:41][CH:42]=[CH:43][CH:44]=2)[CH:34]=1)([CH3:4])([CH3:2])[CH3:3]. (7) Given the reactants CCOC(/N=N/C(OCC)=O)=O.[Br:13][C:14]1[CH:15]=[C:16]([OH:20])[CH:17]=[CH:18][CH:19]=1.[Br:21][CH2:22][CH2:23][CH2:24]O.C1(P(C2C=CC=CC=2)C2C=CC=CC=2)C=CC=CC=1, predict the reaction product. The product is: [Br:21][CH2:22][CH2:23][CH2:24][O:20][C:16]1[CH:15]=[C:14]([Br:13])[CH:19]=[CH:18][CH:17]=1. (8) Given the reactants COCC(O[CH:7]([C:26]1[CH:27]=[C:28]2[C:32](=[CH:33][CH:34]=1)[N:31]([CH2:35][O:36][CH2:37][CH2:38][Si:39]([CH3:42])([CH3:41])[CH3:40])[CH:30]=[C:29]2[CH2:43][CH2:44][CH2:45][O:46][CH3:47])[CH:8]([CH2:12][CH:13]([N:23]=[N+]=[N-])[CH:14]1[CH2:18][CH:17]([CH:19]([CH3:21])[CH3:20])[C:16](=[O:22])[O:15]1)[CH:9]([CH3:11])[CH3:10])=O.C(CN)O, predict the reaction product. The product is: [NH2:23][CH:13]([CH:14]1[O:15][C:16](=[O:22])[CH:17]([CH:19]([CH3:21])[CH3:20])[CH2:18]1)[CH2:12][CH:8]([CH2:7][C:26]1[CH:27]=[C:28]2[C:32](=[CH:33][CH:34]=1)[N:31]([CH2:35][O:36][CH2:37][CH2:38][Si:39]([CH3:40])([CH3:42])[CH3:41])[CH:30]=[C:29]2[CH2:43][CH2:44][CH2:45][O:46][CH3:47])[CH:9]([CH3:11])[CH3:10].